This data is from Catalyst prediction with 721,799 reactions and 888 catalyst types from USPTO. The task is: Predict which catalyst facilitates the given reaction. (1) The catalyst class is: 320. Product: [N:1]1[CH:6]=[CH:5][CH:4]=[C:3]([O:7][CH2:8][CH:9]2[CH2:14][N:13]([C:15]([O:17][C:18]([CH3:21])([CH3:19])[CH3:20])=[O:16])[CH2:12][CH2:11][N:10]2[C:22]([O:24][CH:25]2[CH2:30][CH2:29][NH:28][CH2:27][CH2:26]2)=[O:23])[CH:2]=1. Reactant: [N:1]1[CH:6]=[CH:5][CH:4]=[C:3]([O:7][CH2:8][CH:9]2[CH2:14][N:13]([C:15]([O:17][C:18]([CH3:21])([CH3:20])[CH3:19])=[O:16])[CH2:12][CH2:11][N:10]2[C:22]([O:24][CH:25]2[CH2:30][CH2:29][N:28](C(OCC3C=CC=CC=3)=O)[CH2:27][CH2:26]2)=[O:23])[CH:2]=1.C([O-])=O.[NH4+]. (2) Reactant: [CH2:1]([O:3][C:4](=[O:17])[NH:5][C:6]1[C:15]([F:16])=[CH:14][C:13]2[C:8](=[CH:9][CH:10]=[CH:11][CH:12]=2)[CH:7]=1)[CH3:2].[B-](F)(F)(F)[F:19].[B-](F)(F)(F)F.C1[N+]2(CCl)CC[N+](F)(CC2)C1. Product: [CH2:1]([O:3][C:4](=[O:17])[NH:5][C:6]1[C:15]([F:16])=[CH:14][C:13]2[C:8](=[CH:9][CH:10]=[CH:11][CH:12]=2)[C:7]=1[F:19])[CH3:2]. The catalyst class is: 55. (3) Reactant: [CH3:1][C:2]1([C:10]#[N:11])[CH2:7][CH2:6][C:5](=[O:8])[CH2:4][C:3]1=[O:9].C([O-])(O)=O.[Na+].Br[CH2:18][C:19](=O)[C:20]([O:22][CH2:23][CH3:24])=[O:21]. The catalyst class is: 8. Product: [C:10]([C:2]1([CH3:1])[C:3](=[O:9])[C:4]2[C:19]([C:20]([O:22][CH2:23][CH3:24])=[O:21])=[CH:18][O:8][C:5]=2[CH2:6][CH2:7]1)#[N:11]. (4) Reactant: [Si]([O:8][CH2:9][C@@H:10]([N:14]([CH3:27])[C:15]([NH:17][CH2:18][C:19]1[CH:24]=[CH:23][CH:22]=[C:21]([F:25])[C:20]=1[F:26])=[O:16])[CH2:11][CH:12]=[CH2:13])(C(C)(C)C)(C)C.Cl. Product: [F:26][C:20]1[C:21]([F:25])=[CH:22][CH:23]=[CH:24][C:19]=1[CH2:18][NH:17][C:15](=[O:16])[N:14]([C@@H:10]([CH2:11][CH:12]=[CH2:13])[CH2:9][OH:8])[CH3:27]. The catalyst class is: 5. (5) Reactant: Cl.[Cl:2][C:3]1[CH:8]=[CH:7][C:6]([NH:9][NH2:10])=[C:5]([N+:11]([O-:13])=[O:12])[CH:4]=1.[C:14]([O:19][CH3:20])(=[O:18])[C:15]([CH3:17])=O.C([O-])(=O)C.[Na+]. Product: [CH3:20][O:19][C:14](=[O:18])[C:15](=[N:10][NH:9][C:6]1[CH:7]=[CH:8][C:3]([Cl:2])=[CH:4][C:5]=1[N+:11]([O-:13])=[O:12])[CH3:17]. The catalyst class is: 5. (6) Reactant: [NH2:1][C:2]1[C:7]2=[C:8]([C:24]3[CH:25]=[CH:26][C:27]4[C:31]([CH:32]=3)=[N:30][N:29]([CH2:33][C:34]3[CH:39]=[CH:38][CH:37]=[CH:36][CH:35]=3)[CH:28]=4)[CH:9]=[C:10]([CH:11]3[O:16][CH2:15][CH2:14][N:13](C(OC(C)(C)C)=O)[CH2:12]3)[N:6]2[N:5]=[CH:4][N:3]=1.FC(F)(F)C(O)=O.CCOCC. Product: [CH2:33]([N:29]1[CH:28]=[C:27]2[C:31]([CH:32]=[C:24]([C:8]3[CH:9]=[C:10]([CH:11]4[O:16][CH2:15][CH2:14][NH:13][CH2:12]4)[N:6]4[C:7]=3[C:2]([NH2:1])=[N:3][CH:4]=[N:5]4)[CH:25]=[CH:26]2)=[N:30]1)[C:34]1[CH:39]=[CH:38][CH:37]=[CH:36][CH:35]=1. The catalyst class is: 4. (7) Product: [OH:9][CH2:8][CH:4]1[CH2:3][CH:2]([OH:1])[CH2:7][CH2:6][O:5]1. Reactant: [O:1]=[C:2]1[CH2:7][CH2:6][O:5][CH:4]([C:8](O)=[O:9])[CH2:3]1.CS(C)=O.B. The catalyst class is: 1.